This data is from Full USPTO retrosynthesis dataset with 1.9M reactions from patents (1976-2016). The task is: Predict the reactants needed to synthesize the given product. (1) The reactants are: [Cl-].[CH:2]1([CH2:7][NH2+:8][CH2:9][CH2:10]Cl)[CH2:6][CH2:5][CH2:4][CH2:3]1.[Cl:12][C:13]1[C:14]([CH3:22])=[C:15]([N:19]=[C:20]=[S:21])[CH:16]=[CH:17][CH:18]=1. Given the product [Cl:12][C:13]1[C:14]([CH3:22])=[C:15]([N:19]=[C:20]2[N:8]([CH2:7][CH:2]3[CH2:3][CH2:4][CH2:5][CH2:6]3)[CH2:9][CH2:10][S:21]2)[CH:16]=[CH:17][CH:18]=1, predict the reactants needed to synthesize it. (2) Given the product [CH3:23][N:24]1[C:33]2[C:28](=[CH:29][C:30]([C:2]3[N:7]=[C:6]([C:8]([O:10][CH3:11])=[O:9])[C:5]([O:12][CH2:13][CH2:14][CH2:15][O:16][C:17]4[CH:22]=[CH:21][CH:20]=[CH:19][CH:18]=4)=[CH:4][CH:3]=3)=[CH:31][CH:32]=2)[NH:27][CH2:26][CH2:25]1, predict the reactants needed to synthesize it. The reactants are: Br[C:2]1[N:7]=[C:6]([C:8]([O:10][CH3:11])=[O:9])[C:5]([O:12][CH2:13][CH2:14][CH2:15][O:16][C:17]2[CH:22]=[CH:21][CH:20]=[CH:19][CH:18]=2)=[CH:4][CH:3]=1.[CH3:23][N:24]1[C:33]2[C:28](=[CH:29][C:30](B3OC(C)(C)C(C)(C)O3)=[CH:31][CH:32]=2)[NH:27][CH2:26][CH2:25]1.C([O-])([O-])=O.[K+].[K+]. (3) The reactants are: [CH3:1][NH:2][CH:3]([CH2:5]/[CH:6]=[CH:7]/[C:8]1[CH:9]=[N:10][CH:11]=[C:12]([O:14][CH3:15])[CH:13]=1)[CH3:4].[O:16]=[C:17]([OH:29])[C@@H:18]([C@H:20]([C@H:22]([C@@H:24]([C:26]([OH:28])=[O:27])[OH:25])[OH:23])[OH:21])[OH:19].O. Given the product [O:16]=[C:17]([OH:29])[C@@H:18]([C@H:20]([C@H:22]([C@@H:24]([C:26]([OH:28])=[O:27])[OH:25])[OH:23])[OH:21])[OH:19].[CH3:1][NH:2][CH:3]([CH2:5]/[CH:6]=[CH:7]/[C:8]1[CH:9]=[N:10][CH:11]=[C:12]([O:14][CH3:15])[CH:13]=1)[CH3:4].[CH3:1][NH:2][CH:3]([CH2:5]/[CH:6]=[CH:7]/[C:8]1[CH:9]=[N:10][CH:11]=[C:12]([O:14][CH3:15])[CH:13]=1)[CH3:4], predict the reactants needed to synthesize it. (4) Given the product [ClH:18].[ClH:18].[N:12]1[CH:13]=[CH:14][CH:15]=[N:16][C:11]=1[C:8]1([NH2:7])[CH2:10][CH2:9]1, predict the reactants needed to synthesize it. The reactants are: C(OC(=O)[NH:7][C:8]1([C:11]2[N:16]=[CH:15][CH:14]=[CH:13][N:12]=2)[CH2:10][CH2:9]1)(C)(C)C.[ClH:18].